This data is from Reaction yield outcomes from USPTO patents with 853,638 reactions. The task is: Predict the reaction yield, written as a fraction of the theoretical maximum amount of product (1.0 means a 100% yield; for example, 0.34 means a 34% yield). (1) The reactants are [CH:1]1([C:7]([CH3:16])([C:13](=O)[CH3:14])[C:8](OCC)=[O:9])[CH2:6][CH2:5][CH2:4][CH2:3][CH2:2]1.[NH2:17][NH2:18]. The catalyst is C1(C)C=CC=CC=1. The product is [CH:1]1([C:7]2([CH3:16])[C:8](=[O:9])[NH:18][N:17]=[C:13]2[CH3:14])[CH2:6][CH2:5][CH2:4][CH2:3][CH2:2]1. The yield is 0.0700. (2) The reactants are [F-].C([N+](CCCC)(CCCC)CCCC)CCC.O1CCCC1.[CH3:24][O:25][C:26](=[O:65])[CH2:27][C:28]1[CH:29]=[N:30][CH:31]=[C:32]([C:34]2[CH:39]=[CH:38][C:37]([C:40]([CH2:62][CH3:63])([C:43]3[CH:48]=[CH:47][C:46]([C:49]#[C:50][C:51]4([O:56][Si](C)(C)C)[CH2:55][CH2:54][CH2:53][CH2:52]4)=[C:45]([CH3:61])[CH:44]=3)[CH2:41][CH3:42])=[CH:36][C:35]=2[CH3:64])[CH:33]=1. No catalyst specified. The product is [CH3:24][O:25][C:26](=[O:65])[CH2:27][C:28]1[CH:29]=[N:30][CH:31]=[C:32]([C:34]2[CH:39]=[CH:38][C:37]([C:40]([CH2:41][CH3:42])([C:43]3[CH:48]=[CH:47][C:46]([C:49]#[C:50][C:51]4([OH:56])[CH2:52][CH2:53][CH2:54][CH2:55]4)=[C:45]([CH3:61])[CH:44]=3)[CH2:62][CH3:63])=[CH:36][C:35]=2[CH3:64])[CH:33]=1. The yield is 0.390. (3) The reactants are [CH3:1][O:2][C:3]1[CH:18]=[CH:17][C:6](/[CH:7]=[N:8]/[NH:9][C:10]([O:12][C:13]([CH3:16])([CH3:15])[CH3:14])=[O:11])=[CH:5][CH:4]=1.[H][H]. The catalyst is [Pd].CC(=O)OCC.O1CCCC1. The product is [CH3:1][O:2][C:3]1[CH:4]=[CH:5][C:6]([CH2:7][NH:8][NH:9][C:10]([O:12][C:13]([CH3:14])([CH3:16])[CH3:15])=[O:11])=[CH:17][CH:18]=1. The yield is 0.860. (4) The reactants are [Cl:1][C:2]1[CH:3]=[C:4]([NH:9][NH2:10])[CH:5]=[CH:6][C:7]=1[F:8].[I:11][C:12]1[CH:17]=[CH:16][C:15]([N:18]2[CH2:23][CH2:22][CH:21]([C:24](=O)[C:25]([F:28])([F:27])[F:26])[C:20](=O)[C:19]2=[O:31])=[CH:14][CH:13]=1.C(O)C.Cl. The catalyst is C(OC(=O)C)C. The product is [Cl:1][C:2]1[CH:3]=[C:4]([N:9]2[C:20]3[C:19](=[O:31])[N:18]([C:15]4[CH:16]=[CH:17][C:12]([I:11])=[CH:13][CH:14]=4)[CH2:23][CH2:22][C:21]=3[C:24]([C:25]([F:28])([F:26])[F:27])=[N:10]2)[CH:5]=[CH:6][C:7]=1[F:8]. The yield is 0.750. (5) The reactants are [CH2:1]([O:3][C:4](=[O:17])[CH:5]([C:7]1[CH:8]=[N:9][C:10]([N+:14]([O-])=O)=[C:11]([F:13])[CH:12]=1)[CH3:6])[CH3:2].[H][H]. The catalyst is [Pd].C(O)C. The product is [CH2:1]([O:3][C:4](=[O:17])[CH:5]([C:7]1[CH:8]=[N:9][C:10]([NH2:14])=[C:11]([F:13])[CH:12]=1)[CH3:6])[CH3:2]. The yield is 0.790. (6) The reactants are [O:1]1[CH2:6][CH2:5][N:4]([CH2:7][CH2:8][CH2:9][OH:10])[CH2:3][CH2:2]1.[Na].F[C:13]1[CH:22]=[C:21]2[C:16]([C:17]([NH:23][C:24]3[CH:29]=[CH:28][CH:27]=[C:26]([CH3:30])[CH:25]=3)=[N:18][CH:19]=[N:20]2)=[CH:15][C:14]=1[N+:31]([O-:33])=[O:32].CO.C(Cl)Cl.CCOC(C)=O. The catalyst is C1COCC1.C(Cl)Cl.CCCCCC.CCOC(C)=O.CO. The product is [CH3:30][C:26]1[CH:25]=[C:24]([NH:23][C:17]2[C:16]3[C:21](=[CH:22][C:13]([O:10][CH2:9][CH2:8][CH2:7][N:4]4[CH2:5][CH2:6][O:1][CH2:2][CH2:3]4)=[C:14]([N+:31]([O-:33])=[O:32])[CH:15]=3)[N:20]=[CH:19][N:18]=2)[CH:29]=[CH:28][CH:27]=1. The yield is 0.880. (7) The reactants are [Cl:1][C:2]1[N:7]=[C:6]([C:8]2[C:9]([C:18]3[CH:19]=[C:20]([CH:22]=[CH:23][CH:24]=3)[NH2:21])=[N:10][N:11]3[CH:16]=[C:15]([F:17])[CH:14]=[CH:13][C:12]=23)[CH:5]=[CH:4][N:3]=1.ClC1N=C(C2C(C3C=C(NC(=O)C(F)(F)F)C=CC=3)=NN3C=CC=C(F)C=23)C=CN=1.[F:55][C:56]1[CH:64]=[CH:63][CH:62]=[C:61]([F:65])[C:57]=1[C:58](Cl)=[O:59].C([O-])(O)=O.[Na+]. The catalyst is C1COCC1. The product is [Cl:1][C:2]1[N:7]=[C:6]([C:8]2[C:9]([C:18]3[CH:19]=[C:20]([NH:21][C:58](=[O:59])[C:57]4[C:56]([F:55])=[CH:64][CH:63]=[CH:62][C:61]=4[F:65])[CH:22]=[CH:23][CH:24]=3)=[N:10][N:11]3[CH:16]=[C:15]([F:17])[CH:14]=[CH:13][C:12]=23)[CH:5]=[CH:4][N:3]=1. The yield is 0.960.